From a dataset of Reaction yield outcomes from USPTO patents with 853,638 reactions. Predict the reaction yield, written as a fraction of the theoretical maximum amount of product (1.0 means a 100% yield; for example, 0.34 means a 34% yield). (1) The reactants are [Cl:1][C:2]1[C:3]([O:12][C:13]2[CH:18]=[C:17]([O:19][CH2:20][C:21]([OH:24])([CH3:23])[CH3:22])[CH:16]=[CH:15][C:14]=2[CH2:25][CH2:26][CH2:27][OH:28])=[N:4][CH:5]=[C:6]([C:8]([F:11])([F:10])[F:9])[CH:7]=1.Cl[S:30]([N:33]=[C:34]=[O:35])(=[O:32])=[O:31].[NH2:36][CH2:37][CH2:38][O:39][CH:40]([CH3:42])[CH3:41].Cl. The catalyst is C(#N)C.N1C=CC=CC=1. The product is [CH:40]([O:39][CH2:38][CH2:37][NH:36][S:30]([NH:33][C:34](=[O:35])[O:28][CH2:27][CH2:26][CH2:25][C:14]1[CH:15]=[CH:16][C:17]([O:19][CH2:20][C:21]([OH:24])([CH3:22])[CH3:23])=[CH:18][C:13]=1[O:12][C:3]1[C:2]([Cl:1])=[CH:7][C:6]([C:8]([F:9])([F:11])[F:10])=[CH:5][N:4]=1)(=[O:32])=[O:31])([CH3:42])[CH3:41]. The yield is 0.0100. (2) The reactants are N[C:2]1[CH:12]=[CH:11][C:10]2[CH:9]3[CH2:13][CH:5]([CH2:6][N:7]([C:14](=[O:19])[C:15]([F:18])([F:17])[F:16])[CH2:8]3)[C:4]=2[CH:3]=1.N([O-])=O.[Na+].[ClH:24]. The catalyst is O.Cl[Cu]. The product is [Cl:24][C:2]1[CH:12]=[CH:11][C:10]2[CH:9]3[CH2:13][CH:5]([CH2:6][N:7]([C:14](=[O:19])[C:15]([F:18])([F:17])[F:16])[CH2:8]3)[C:4]=2[CH:3]=1. The yield is 0.950. (3) The reactants are [Cl:1][C:2]1[CH:3]=[C:4]([CH:25]=[CH:26][C:27]=1[O:28][CH3:29])[CH2:5][NH:6][C:7]1[C:12]([C:13]([OH:15])=O)=[CH:11][N:10]=[C:9]([N:16]2[CH2:24][C:23]3[C:18](=[N:19][CH:20]=[CH:21][CH:22]=3)[CH2:17]2)[N:8]=1.CN(C(ON1N=NC2C=CC=NC1=2)=[N+](C)C)C.F[P-](F)(F)(F)(F)F.CCN(C(C)C)C(C)C.[NH2:63][C@H:64]1[CH2:69][CH2:68][C@H:67]([OH:70])[CH2:66][CH2:65]1. The catalyst is CN(C=O)C.O. The product is [OH:70][C@H:67]1[CH2:68][CH2:69][C@H:64]([NH:63][C:13]([C:12]2[C:7]([NH:6][CH2:5][C:4]3[CH:25]=[CH:26][C:27]([O:28][CH3:29])=[C:2]([Cl:1])[CH:3]=3)=[N:8][C:9]([N:16]3[CH2:24][C:23]4[C:18](=[N:19][CH:20]=[CH:21][CH:22]=4)[CH2:17]3)=[N:10][CH:11]=2)=[O:15])[CH2:65][CH2:66]1. The yield is 0.303. (4) The reactants are [CH2:1]([O:3][C:4]1[CH:5]=[C:6]([C@H:12]([N:18]2[C:26](=[O:27])[C:25]3[C:20](=[CH:21][CH:22]=[CH:23][C:24]=3[NH:28][C:29]([CH:31]3[CH2:33][CH2:32]3)=[O:30])[CH2:19]2)[CH2:13][C:14](=[O:17])[NH:15][OH:16])[CH:7]=[CH:8][C:9]=1[O:10][CH3:11])[CH3:2].[CH3:34][C:35]([CH3:40])([CH3:39])[C:36](Cl)=[O:37]. The catalyst is C(#N)C. The product is [CH3:34][C:35]([CH3:40])([CH3:39])[C:36]([O:16][NH:15][C:14]([CH2:13][C@@H:12]([N:18]1[C:26](=[O:27])[C:25]2[C:20](=[CH:21][CH:22]=[CH:23][C:24]=2[NH:28][C:29]([CH:31]2[CH2:33][CH2:32]2)=[O:30])[CH2:19]1)[C:6]1[CH:7]=[CH:8][C:9]([O:10][CH3:11])=[C:4]([O:3][CH2:1][CH3:2])[CH:5]=1)=[O:17])=[O:37]. The yield is 0.420. (5) The reactants are I[C:2]1[CH:7]=[N:6][CH:5]=[CH:4][N:3]=1.C([Mg]Cl)CCC.[Br:14][C:15]1[C:16]([F:23])=[C:17]([CH:20]=[CH:21][CH:22]=1)[CH:18]=[O:19]. The catalyst is C1COCC1.C(Cl)Cl. The product is [Br:14][C:15]1[C:16]([F:23])=[C:17]([CH:18]([C:2]2[CH:7]=[N:6][CH:5]=[CH:4][N:3]=2)[OH:19])[CH:20]=[CH:21][CH:22]=1. The yield is 0.622.